From a dataset of Peptide-MHC class I binding affinity with 185,985 pairs from IEDB/IMGT. Regression. Given a peptide amino acid sequence and an MHC pseudo amino acid sequence, predict their binding affinity value. This is MHC class I binding data. The MHC is HLA-A03:01 with pseudo-sequence HLA-A03:01. The peptide sequence is AISDPCMGL. The binding affinity (normalized) is 0.104.